The task is: Predict the reactants needed to synthesize the given product.. This data is from Full USPTO retrosynthesis dataset with 1.9M reactions from patents (1976-2016). (1) Given the product [NH2:1][C:2]1[N:7]=[C:6]([CH3:8])[C:5]([CH2:9][OH:10])=[C:4]([NH:11][CH2:12][CH2:13][CH2:14][CH2:15][CH3:16])[N:3]=1, predict the reactants needed to synthesize it. The reactants are: [NH2:1][C:2]1[N:7]=[C:6]([CH3:8])[C:5]([CH:9]=[O:10])=[C:4]([NH:11][CH2:12][CH2:13][CH2:14][CH2:15][CH3:16])[N:3]=1.[BH4-].[Na+]. (2) The reactants are: [F:1][C:2]1[CH:9]=[C:8]([CH:10]=[O:11])[CH:7]=[C:6]([F:12])[C:3]=1[C:4]#[N:5].[BH4-].[Na+]. Given the product [F:1][C:2]1[CH:9]=[C:8]([CH2:10][OH:11])[CH:7]=[C:6]([F:12])[C:3]=1[C:4]#[N:5], predict the reactants needed to synthesize it.